From a dataset of Full USPTO retrosynthesis dataset with 1.9M reactions from patents (1976-2016). Predict the reactants needed to synthesize the given product. (1) Given the product [N:8]1[NH:9][N:10]=[N:11][C:7]=1[C:3]1[CH:2]=[N:1][CH:6]=[CH:5][CH:4]=1, predict the reactants needed to synthesize it. The reactants are: [N:1]1[CH:6]=[CH:5][CH:4]=[C:3]([C:7]#[N:8])[CH:2]=1.[N-:9]=[N+:10]=[N-:11].[Na+].[Cl-].[NH4+].Cl. (2) Given the product [C:1]([O:5][C:6]([N:8]1[CH2:9][CH2:10][CH:11]([O:14][C:15]2[C:24]3[C:19](=[CH:20][CH:21]=[C:22](/[CH:25]=[C:35]4/[C:36](=[O:38])[N:37]=[C:33]([NH:32][CH:29]5[CH2:31][CH2:30]5)[S:34]/4)[CH:23]=3)[N:18]=[CH:17][C:16]=2[C:27]#[N:28])[CH2:12][CH2:13]1)=[O:7])([CH3:4])([CH3:2])[CH3:3], predict the reactants needed to synthesize it. The reactants are: [C:1]([O:5][C:6]([N:8]1[CH2:13][CH2:12][CH:11]([O:14][C:15]2[C:24]3[C:19](=[CH:20][CH:21]=[C:22]([CH:25]=O)[CH:23]=3)[N:18]=[CH:17][C:16]=2[C:27]#[N:28])[CH2:10][CH2:9]1)=[O:7])([CH3:4])([CH3:3])[CH3:2].[CH:29]1([NH:32][C:33]2[S:34][CH2:35][C:36](=[O:38])[N:37]=2)[CH2:31][CH2:30]1.C([O-])(=O)C.[Na+]. (3) Given the product [C:1]([Si:5]([CH3:18])([CH3:17])[O:6][CH2:7][CH2:8][N:9]1[CH:13]=[CH:12][C:11]([NH2:14])=[N:10]1)([CH3:4])([CH3:3])[CH3:2], predict the reactants needed to synthesize it. The reactants are: [C:1]([Si:5]([CH3:18])([CH3:17])[O:6][CH2:7][CH2:8][N:9]1[CH:13]=[CH:12][C:11]([N+:14]([O-])=O)=[N:10]1)([CH3:4])([CH3:3])[CH3:2].[H][H]. (4) Given the product [F:1][C:2]1[CH:38]=[CH:37][CH:36]=[CH:35][C:3]=1[CH2:4][C:5]1[C:6]2[CH2:27][NH:26][CH2:25][CH2:24][C:7]=2[N:8]=[C:9]([NH:11][C:12]2[CH:13]=[CH:14][C:15]([N:18]3[CH:22]=[CH:21][N:20]=[C:19]3[CH3:23])=[CH:16][CH:17]=2)[N:10]=1, predict the reactants needed to synthesize it. The reactants are: [F:1][C:2]1[CH:38]=[CH:37][CH:36]=[CH:35][C:3]=1[CH2:4][C:5]1[C:6]2[CH2:27][N:26](C(OC(C)(C)C)=O)[CH2:25][CH2:24][C:7]=2[N:8]=[C:9]([NH:11][C:12]2[CH:17]=[CH:16][C:15]([N:18]3[CH:22]=[CH:21][N:20]=[C:19]3[CH3:23])=[CH:14][CH:13]=2)[N:10]=1.C(O)(C(F)(F)F)=O.C([O-])(O)=O.[Na+].